From a dataset of Forward reaction prediction with 1.9M reactions from USPTO patents (1976-2016). Predict the product of the given reaction. (1) Given the reactants [CH:1]([O:4][C:5]([N:7]1[CH2:13][CH2:12][CH2:11][CH:10]([N:14]([C:30](=[O:32])[CH3:31])[CH2:15][C:16]2[CH:21]=[C:20]([C:22]([F:25])([F:24])[F:23])[CH:19]=[C:18]([C:26]([F:29])([F:28])[F:27])[CH:17]=2)[C:9]2[CH:33]=[CH:34][C:35]([O:37]CC3C=CC=CC=3)=[CH:36][C:8]1=2)=[O:6])([CH3:3])[CH3:2], predict the reaction product. The product is: [C:30]([N:14]([CH2:15][C:16]1[CH:17]=[C:18]([C:26]([F:29])([F:28])[F:27])[CH:19]=[C:20]([C:22]([F:25])([F:23])[F:24])[CH:21]=1)[CH:10]1[CH2:11][CH2:12][CH2:13][N:7]([C:5]([O:4][CH:1]([CH3:3])[CH3:2])=[O:6])[C:8]2[CH:36]=[C:35]([OH:37])[CH:34]=[CH:33][C:9]1=2)(=[O:32])[CH3:31]. (2) Given the reactants [OH:1][C:2]1[CH2:6][O:5][C:4](=[O:7])[CH:3]=1.[CH3:8][C:9](O)([CH3:11])[CH3:10].S(=O)(=O)(O)O, predict the reaction product. The product is: [C:9]([C:3]1[C:4](=[O:7])[O:5][CH2:6][C:2]=1[OH:1])([CH3:11])([CH3:10])[CH3:8]. (3) Given the reactants Br[CH2:2]/[CH:3]=[CH:4]/[C:5]([OH:7])=O.Cl.[Cl:9][C:10]1[CH:11]=[C:12]([OH:30])[CH:13]=[C:14]([NH:16][C:17]2[C:18]3[C:25]4[CH2:26][CH2:27][NH:28][CH2:29][C:24]=4[S:23][C:19]=3[N:20]=[CH:21][N:22]=2)[CH:15]=1.Cl.[O:32]1[CH2:38][CH2:37][CH2:36][NH:35][CH2:34][CH2:33]1, predict the reaction product. The product is: [Cl:9][C:10]1[CH:11]=[C:12]([OH:30])[CH:13]=[C:14]([NH:16][C:17]2[C:18]3[C:25]4[CH2:26][CH2:27][N:28]([C:5](=[O:7])/[CH:4]=[CH:3]/[CH2:2][N:35]5[CH2:36][CH2:37][CH2:38][O:32][CH2:33][CH2:34]5)[CH2:29][C:24]=4[S:23][C:19]=3[N:20]=[CH:21][N:22]=2)[CH:15]=1.